This data is from Peptide-MHC class II binding affinity with 134,281 pairs from IEDB. The task is: Regression. Given a peptide amino acid sequence and an MHC pseudo amino acid sequence, predict their binding affinity value. This is MHC class II binding data. (1) The peptide sequence is DGQGKAVWGKNSCAK. The MHC is DRB1_0405 with pseudo-sequence DRB1_0405. The binding affinity (normalized) is 0. (2) The peptide sequence is LAQEAGNFERISGDL. The MHC is HLA-DPA10201-DPB10501 with pseudo-sequence HLA-DPA10201-DPB10501. The binding affinity (normalized) is 0.124. (3) The peptide sequence is YDKFLANVSTVLTEK. The MHC is DRB1_1602 with pseudo-sequence DRB1_1602. The binding affinity (normalized) is 0.791. (4) The peptide sequence is WLVRNNSYLNESEFR. The MHC is DRB1_0101 with pseudo-sequence DRB1_0101. The binding affinity (normalized) is 0.390. (5) The MHC is HLA-DPA10103-DPB10401 with pseudo-sequence HLA-DPA10103-DPB10401. The binding affinity (normalized) is 0.263. The peptide sequence is KEPLKECGGILQAYD.